This data is from Catalyst prediction with 721,799 reactions and 888 catalyst types from USPTO. The task is: Predict which catalyst facilitates the given reaction. The catalyst class is: 5. Reactant: [Br:1][C:2]1[CH:3]=[C:4]2[C:9](=[CH:10][CH:11]=1)[C:8](=[O:12])O[CH:6]=[C:5]2[C:13]([O:15][CH3:16])=[O:14].Cl.[CH:18]1([CH2:21][NH2:22])[CH2:20][CH2:19]1.C(N(CC)C(C)C)(C)C. Product: [Br:1][C:2]1[CH:3]=[C:4]2[C:9](=[CH:10][CH:11]=1)[C:8](=[O:12])[N:22]([CH2:21][CH:18]1[CH2:20][CH2:19]1)[CH:6]=[C:5]2[C:13]([O:15][CH3:16])=[O:14].